Dataset: Peptide-MHC class I binding affinity with 185,985 pairs from IEDB/IMGT. Task: Regression. Given a peptide amino acid sequence and an MHC pseudo amino acid sequence, predict their binding affinity value. This is MHC class I binding data. (1) The peptide sequence is DEALRGFLLY. The MHC is HLA-A01:01 with pseudo-sequence HLA-A01:01. The binding affinity (normalized) is 0.112. (2) The peptide sequence is AAQFNASPV. The MHC is HLA-B15:01 with pseudo-sequence HLA-B15:01. The binding affinity (normalized) is 0.687.